Dataset: Reaction yield outcomes from USPTO patents with 853,638 reactions. Task: Predict the reaction yield, written as a fraction of the theoretical maximum amount of product (1.0 means a 100% yield; for example, 0.34 means a 34% yield). (1) The reactants are [CH2:1]([O:8][C:9]1[CH:18]=[CH:17][C:16]([N+:19]([O-])=O)=[C:15]2[C:10]=1[CH:11]=[CH:12][CH:13]=[N:14]2)[C:2]1[CH:7]=[CH:6][CH:5]=[CH:4][CH:3]=1.Cl[Sn]Cl. The catalyst is CCO. The product is [CH2:1]([O:8][C:9]1[CH:18]=[CH:17][C:16]([NH2:19])=[C:15]2[C:10]=1[CH:11]=[CH:12][CH:13]=[N:14]2)[C:2]1[CH:3]=[CH:4][CH:5]=[CH:6][CH:7]=1. The yield is 0.660. (2) The reactants are [Cl:1][C:2]1[CH:7]=[CH:6][C:5]([C:8]2[CH:32]=[CH:31][C:11]3[NH:12][C:13](=[O:30])[C@H:14]4[CH2:21][N:20]([C:22]([C@@H:24]([NH3+:29])[C:25]([CH3:28])([CH3:27])[CH3:26])=[O:23])[CH2:19][CH2:18][N:15]4[C:16](=[O:17])[C:10]=3[CH:9]=2)=[C:4]([F:33])[CH:3]=1.[C:34]([N:41]1[CH2:46][CH2:45][C:44](=O)[CH2:43][CH2:42]1)([O:36][C:37]([CH3:40])([CH3:39])[CH3:38])=[O:35].C(O[BH-](OC(=O)C)OC(=O)C)(=O)C.[Na+]. The catalyst is ClCCCl.O1CCOCC1. The product is [Cl:1][C:2]1[CH:7]=[CH:6][C:5]([C:8]2[CH:32]=[CH:31][C:11]3[NH:12][C:13](=[O:30])[C@H:14]4[CH2:21][N:20]([C:22]([C@@H:24]([NH:29][CH:44]5[CH2:45][CH2:46][N:41]([C:34]([O:36][C:37]([CH3:40])([CH3:39])[CH3:38])=[O:35])[CH2:42][CH2:43]5)[C:25]([CH3:28])([CH3:27])[CH3:26])=[O:23])[CH2:19][CH2:18][N:15]4[C:16](=[O:17])[C:10]=3[CH:9]=2)=[C:4]([F:33])[CH:3]=1. The yield is 0.440. (3) The reactants are [CH2:1]([O:3][C:4]([C:6]1[N:7]=[C:8]([NH2:11])[S:9][CH:10]=1)=[O:5])[CH3:2].[CH3:12][O:13][CH2:14][CH2:15][Br:16]. No catalyst specified. The product is [BrH:16].[NH:11]=[C:8]1[N:7]([CH2:15][CH2:14][O:13][CH3:12])[C:6]([C:4]([O:3][CH2:1][CH3:2])=[O:5])=[CH:10][S:9]1. The yield is 0.830. (4) The reactants are [NH2:1][C:2]1[N:12]([C:13]2[CH:18]=[CH:17][C:16]([CH2:19][CH2:20][NH:21][C:22]([NH:24][S:25]([C:28]3[CH:33]=[CH:32][C:31]([CH3:34])=[CH:30][CH:29]=3)(=[O:27])=[O:26])=[O:23])=[CH:15][CH:14]=2)[C:5]2=[N:6][C:7]([CH3:11])=[CH:8][C:9]([CH3:10])=[C:4]2[N:3]=1.[CH3:35][C:36](OC(C)=O)=[O:37]. The catalyst is N1C=CC=CC=1. The product is [CH3:11][C:7]1[N:6]=[C:5]2[N:12]([C:13]3[CH:14]=[CH:15][C:16]([CH2:19][CH2:20][NH:21][C:22]([NH:24][S:25]([C:28]4[CH:33]=[CH:32][C:31]([CH3:34])=[CH:30][CH:29]=4)(=[O:27])=[O:26])=[O:23])=[CH:17][CH:18]=3)[C:2]([NH:1][C:36](=[O:37])[CH3:35])=[N:3][C:4]2=[C:9]([CH3:10])[CH:8]=1. The yield is 0.0500. (5) The reactants are [F:1][C:2]1[CH:11]=[C:10]2[C:5]([CH:6]=[CH:7][N:8]=[C:9]2[C:12]([OH:14])=O)=[CH:4][CH:3]=1.[NH2:15][C:16]1[CH:21]=[CH:20][C:19]([CH2:22][C:23]([O:25][CH3:26])=[O:24])=[CH:18][C:17]=1[Cl:27].C1C=CC2N(O)N=NC=2C=1.CCN=C=NCCCN(C)C.Cl. The catalyst is CN(C=O)C.CN(C1C=CN=CC=1)C.O. The product is [Cl:27][C:17]1[CH:18]=[C:19]([CH2:22][C:23]([O:25][CH3:26])=[O:24])[CH:20]=[CH:21][C:16]=1[NH:15][C:12]([C:9]1[C:10]2[C:5](=[CH:4][CH:3]=[C:2]([F:1])[CH:11]=2)[CH:6]=[CH:7][N:8]=1)=[O:14]. The yield is 0.510.